Dataset: Reaction yield outcomes from USPTO patents with 853,638 reactions. Task: Predict the reaction yield, written as a fraction of the theoretical maximum amount of product (1.0 means a 100% yield; for example, 0.34 means a 34% yield). The reactants are [CH3:1][C:2]1[CH:7]=[CH:6][C:5]([C:8]2[CH:13]=[C:12]([N+:14]([O-:16])=[O:15])[CH:11]=[C:10]([C:17]([OH:19])=[O:18])[CH:9]=2)=[CH:4][CH:3]=1.O=S(Cl)Cl.[CH3:24]O. No catalyst specified. The product is [CH3:24][O:18][C:17]([C:10]1[CH:9]=[C:8]([C:5]2[CH:6]=[CH:7][C:2]([CH3:1])=[CH:3][CH:4]=2)[CH:13]=[C:12]([N+:14]([O-:16])=[O:15])[CH:11]=1)=[O:19]. The yield is 0.920.